Predict the product of the given reaction. From a dataset of Forward reaction prediction with 1.9M reactions from USPTO patents (1976-2016). (1) Given the reactants [C:1]1([S:7]([C:10]2[CH:15]=[CH:14][C:13](Cl)=[CH:12][CH:11]=2)(=[O:9])=[O:8])[CH:6]=[CH:5][CH:4]=[CH:3][CH:2]=1.O.[NH2:18][NH2:19], predict the reaction product. The product is: [C:1]1([S:7]([C:10]2[CH:15]=[CH:14][C:13]([NH:18][NH2:19])=[CH:12][CH:11]=2)(=[O:9])=[O:8])[CH:6]=[CH:5][CH:4]=[CH:3][CH:2]=1. (2) Given the reactants Cl.[F:2][C:3]1[CH:4]=[C:5]([N:10]2[C:15]3[N:16]=[CH:17][C:18]([F:20])=[CH:19][C:14]=3[C:13](=[O:21])[N:12]([CH:22]3[CH2:27][CH2:26][NH:25][CH2:24][CH2:23]3)[C:11]2=[O:28])[CH:6]=[CH:7][C:8]=1[F:9].[NH:29]1[C:37]2[C:32](=[CH:33][CH:34]=[CH:35][CH:36]=2)[C:31]([C:38](O)=[O:39])=[N:30]1.CN(C(ON1N=NC2C=CC=NC1=2)=[N+](C)C)C.F[P-](F)(F)(F)(F)F.C1C=NC2N(O)N=NC=2C=1.CCN(C(C)C)C(C)C, predict the reaction product. The product is: [F:2][C:3]1[CH:4]=[C:5]([N:10]2[C:15]3[N:16]=[CH:17][C:18]([F:20])=[CH:19][C:14]=3[C:13](=[O:21])[N:12]([CH:22]3[CH2:23][CH2:24][N:25]([C:38]([C:31]4[C:32]5[C:37](=[CH:36][CH:35]=[CH:34][CH:33]=5)[NH:29][N:30]=4)=[O:39])[CH2:26][CH2:27]3)[C:11]2=[O:28])[CH:6]=[CH:7][C:8]=1[F:9]. (3) The product is: [CH3:1][C:2]1([CH3:12])[C:11]2[C:6](=[CH:7][C:8]([N+:13]([O-:16])=[O:14])=[CH:9][CH:10]=2)[N:5]([C:28](=[O:29])[C:27]([F:38])([F:37])[F:26])[CH2:4][CH2:3]1. Given the reactants [CH3:1][C:2]1([CH3:12])[C:11]2[C:6](=[CH:7][CH:8]=[CH:9][CH:10]=2)[NH:5][CH2:4][CH2:3]1.[N+:13]([O-:16])(O)=[O:14].[OH-].[Na+].C(N(CC)CC)C.[F:26][C:27]([F:38])([F:37])[C:28](O[C:28](=[O:29])[C:27]([F:38])([F:37])[F:26])=[O:29], predict the reaction product. (4) Given the reactants [Br-].[CH3:2][C:3]1[CH:8]=[CH:7][CH:6]=[CH:5][C:4]=1[CH2:9][P+](C1C=CC=CC=1)(C1C=CC=CC=1)C1C=CC=CC=1.CC(C)([O-])C.[K+].[CH3:35][O:36][C:37]1[C:42]([CH2:43][N:44]2[CH2:49][CH2:48][CH:47]([CH:50]=O)[CH2:46][CH2:45]2)=[CH:41][CH:40]=[CH:39][N:38]=1, predict the reaction product. The product is: [CH3:35][O:36][C:37]1[C:42]([CH2:43][N:44]2[CH2:49][CH2:48][CH:47](/[CH:50]=[CH:9]/[C:4]3[CH:5]=[CH:6][CH:7]=[CH:8][C:3]=3[CH3:2])[CH2:46][CH2:45]2)=[CH:41][CH:40]=[CH:39][N:38]=1. (5) Given the reactants [CH3:1][O:2][C:3]1[CH:4]=[C:5]2[C:10](=[CH:11][C:12]=1[O:13][CH3:14])[N:9]=[CH:8][N:7]=[C:6]2[O:15][C:16]1[CH:22]=[CH:21][C:19]([NH2:20])=[CH:18][CH:17]=1.C(N(CC)CC)C.ClC(Cl)(O[C:34](=[O:40])OC(Cl)(Cl)Cl)Cl.[CH:42]([N:45]([CH:49]([CH3:51])[CH3:50])[CH2:46][CH2:47][NH2:48])([CH3:44])[CH3:43], predict the reaction product. The product is: [CH:42]([N:45]([CH:49]([CH3:51])[CH3:50])[CH2:46][CH2:47][NH:48][C:34]([NH:20][C:19]1[CH:21]=[CH:22][C:16]([O:15][C:6]2[C:5]3[C:10](=[CH:11][C:12]([O:13][CH3:14])=[C:3]([O:2][CH3:1])[CH:4]=3)[N:9]=[CH:8][N:7]=2)=[CH:17][CH:18]=1)=[O:40])([CH3:44])[CH3:43].